Dataset: Full USPTO retrosynthesis dataset with 1.9M reactions from patents (1976-2016). Task: Predict the reactants needed to synthesize the given product. (1) Given the product [N:31]1[O:32][N:33]=[C:29]2[CH:28]=[C:27]([O:26][C:21]3[C:20]([C:18]([NH:17][CH2:16][C:13]4[CH:14]=[CH:15][C:10]([O:9][CH:7]([CH3:8])[C:6]([OH:37])=[O:5])=[CH:11][C:12]=4[F:36])=[O:19])=[CH:25][CH:24]=[CH:23][N:22]=3)[CH:35]=[CH:34][C:30]=12, predict the reactants needed to synthesize it. The reactants are: C([O:5][C:6](=[O:37])[CH:7]([O:9][C:10]1[CH:15]=[CH:14][C:13]([CH2:16][NH:17][C:18]([C:20]2[C:21]([O:26][C:27]3[CH:35]=[CH:34][C:30]4=[N:31][O:32][N:33]=[C:29]4[CH:28]=3)=[N:22][CH:23]=[CH:24][CH:25]=2)=[O:19])=[C:12]([F:36])[CH:11]=1)[CH3:8])(C)(C)C. (2) The reactants are: [Cl:1][C:2]1[CH:10]=[C:9]([F:11])[C:8]([N+:12]([O-:14])=[O:13])=[CH:7][C:3]=1[C:4]([OH:6])=O.S(Cl)(Cl)=O.C([O-])([O-])=O.[K+].[K+].[NH:25]1[C:29]2=[N:30][CH:31]=[C:32]([NH2:34])[CH:33]=[C:28]2[CH:27]=[CH:26]1. Given the product [Cl:1][C:2]1[CH:10]=[C:9]([F:11])[C:8]([N+:12]([O-:14])=[O:13])=[CH:7][C:3]=1[C:4]([NH:34][C:32]1[CH:33]=[C:28]2[CH:27]=[CH:26][NH:25][C:29]2=[N:30][CH:31]=1)=[O:6], predict the reactants needed to synthesize it.